Task: Predict which catalyst facilitates the given reaction.. Dataset: Catalyst prediction with 721,799 reactions and 888 catalyst types from USPTO (1) Reactant: Br[C:2]1[CH:3]=[C:4]2[C:9](=[CH:10][CH:11]=1)[N:8]=[CH:7][N:6]=[C:5]2[OH:12].[F:13][C:14]1[CH:19]=[CH:18][C:17](B(O)O)=[CH:16][CH:15]=1.C([O-])([O-])=O.[K+].[K+].C(O)(=O)C. Product: [F:13][C:14]1[CH:19]=[CH:18][C:17]([C:2]2[CH:3]=[C:4]3[C:9](=[CH:10][CH:11]=2)[N:8]=[CH:7][N:6]=[C:5]3[OH:12])=[CH:16][CH:15]=1. The catalyst class is: 70. (2) Reactant: [F:1][C:2]([F:12])([F:11])[C:3]1[N:10]=[CH:9][CH:8]=[CH:7][C:4]=1[C:5]#[N:6].C(OC(C(F)(F)F)=O)(C(F)(F)F)=[O:14]. The catalyst class is: 2. Product: [C:5]([C:4]1[C:3]([C:2]([F:11])([F:1])[F:12])=[N+:10]([O-:14])[CH:9]=[CH:8][CH:7]=1)#[N:6]. (3) Reactant: [OH-].[Na+].[O:3]=[CH:4][C@@H:5]([C@H:7]([C@@H]([C@@H](CO)O)O)O)[OH:6].[Na+].[Cl-].C([C:22]1([O:31][C@H:30]([CH2:32][OH:33])[C@@H:28]([OH:29])[C@H:26]([OH:27])[C@H:24]1[NH2:25])[OH:23])(=O)C(C)O. Product: [C:4]([NH:25][C@@H:24]1[C@@H:26]([OH:27])[C@H:28]([OH:29])[C@@H:30]([CH2:32][OH:33])[O:31][CH:22]1[OH:23])(=[O:3])[CH:5]([CH3:7])[OH:6]. The catalyst class is: 6. (4) Reactant: [C:1]([CH2:3][CH2:4][NH:5][C:6]([C:8]1[C:12]([NH:13][C:14]([C:16]2[CH:17]=[N:18][C:19]([CH3:22])=[CH:20][CH:21]=2)=[O:15])=[CH:11][N:10](C2CCCCO2)[N:9]=1)=[O:7])#[N:2].O.C1(C)C=CC(S(O)(=O)=O)=CC=1. Product: [C:1]([CH2:3][CH2:4][NH:5][C:6]([C:8]1[C:12]([NH:13][C:14]([C:16]2[CH:17]=[N:18][C:19]([CH3:22])=[CH:20][CH:21]=2)=[O:15])=[CH:11][NH:10][N:9]=1)=[O:7])#[N:2]. The catalyst class is: 8. (5) The catalyst class is: 8. Reactant: [C:1]([NH:5][C:6](=[O:35])[C:7]1[CH:12]=[CH:11][CH:10]=[C:9]([O:13][C:14]2[CH:19]=[CH:18][C:17]([NH:20][C:21]3[C:31]4[CH:30]=[C:29]([CH:32]=O)[CH2:28][CH2:27][NH:26][C:25]=4[N:24]=[CH:23][N:22]=3)=[CH:16][C:15]=2[Cl:34])[CH:8]=1)([CH3:4])([CH3:3])[CH3:2].Cl.[NH2:37][O:38][CH2:39][CH2:40][OH:41].C([O-])(=O)C.[Na+]. Product: [C:1]([NH:5][C:6](=[O:35])[C:7]1[CH:12]=[CH:11][CH:10]=[C:9]([O:13][C:14]2[CH:19]=[CH:18][C:17]([NH:20][C:21]3[C:31]4[CH:30]=[C:29]([CH:32]=[N:37][O:38][CH2:39][CH2:40][OH:41])[CH2:28][CH2:27][NH:26][C:25]=4[N:24]=[CH:23][N:22]=3)=[CH:16][C:15]=2[Cl:34])[CH:8]=1)([CH3:4])([CH3:2])[CH3:3]. (6) Reactant: [NH2:1][C@H:2]([C:41]1[CH:46]=[CH:45][CH:44]=[CH:43][CH:42]=1)[CH2:3][N:4]1[C:9](=[O:10])[C:8]([N:11]2[CH2:16][CH2:15][N:14]([CH2:17][C:18]3[CH:23]=[CH:22][CH:21]=[C:20]([N+:24]([O-:26])=[O:25])[CH:19]=3)[CH2:13][CH2:12]2)=[C:7]([CH3:27])[N:6]([CH2:28][C:29]2[C:34]([C:35]([F:38])([F:37])[F:36])=[CH:33][CH:32]=[CH:31][C:30]=2[F:39])[C:5]1=[O:40].C(N(CC)C(C)C)(C)C.[CH2:56]([O:58][C:59](=[O:64])[CH2:60][CH2:61][CH2:62]Br)[CH3:57]. Product: [CH2:56]([O:58][C:59](=[O:64])[CH2:60][CH2:61][CH2:62][NH:1][C@H:2]([C:41]1[CH:42]=[CH:43][CH:44]=[CH:45][CH:46]=1)[CH2:3][N:4]1[C:9](=[O:10])[C:8]([N:11]2[CH2:12][CH2:13][N:14]([CH2:17][C:18]3[CH:23]=[CH:22][CH:21]=[C:20]([N+:24]([O-:26])=[O:25])[CH:19]=3)[CH2:15][CH2:16]2)=[C:7]([CH3:27])[N:6]([CH2:28][C:29]2[C:34]([C:35]([F:38])([F:36])[F:37])=[CH:33][CH:32]=[CH:31][C:30]=2[F:39])[C:5]1=[O:40])[CH3:57]. The catalyst class is: 245. (7) Reactant: [O:1]=[C:2]([CH3:17])[CH2:3][C:4]([NH:6][C:7]1[N:16]=[CH:15][CH:14]=[CH:13][C:8]=1[C:9]([O:11]C)=O)=[O:5].C[O-].[Na+]. Product: [C:2]([C:3]1[C:4](=[O:5])[NH:6][C:7]2[C:8]([C:9]=1[OH:11])=[CH:13][CH:14]=[CH:15][N:16]=2)(=[O:1])[CH3:17]. The catalyst class is: 5.